Dataset: Retrosynthesis with 50K atom-mapped reactions and 10 reaction types from USPTO. Task: Predict the reactants needed to synthesize the given product. The reactants are: CCOC(=O)c1cnc(NCCOc2ccccc2)c(Cl)c1. Given the product OCc1cnc(NCCOc2ccccc2)c(Cl)c1, predict the reactants needed to synthesize it.